Dataset: Catalyst prediction with 721,799 reactions and 888 catalyst types from USPTO. Task: Predict which catalyst facilitates the given reaction. (1) Reactant: [NH2:1][C:2]1[CH:6]=[C:5]([C:7]2[CH:12]=[CH:11][CH:10]=[CH:9][CH:8]=2)[S:4][C:3]=1[C:13]([O:15][CH3:16])=[O:14].[Cl:17][C:18]([Cl:25])([Cl:24])[C:19]([N:21]=[C:22]=[O:23])=[O:20]. Product: [C:7]1([C:5]2[S:4][C:3]([C:13]([O:15][CH3:16])=[O:14])=[C:2]([NH:1][C:22]([NH:21][C:19](=[O:20])[C:18]([Cl:25])([Cl:24])[Cl:17])=[O:23])[CH:6]=2)[CH:12]=[CH:11][CH:10]=[CH:9][CH:8]=1. The catalyst class is: 1. (2) Reactant: C([N:8]1[N:12]=[N:11][C:10]([C@H:13]2[O:17][C@@H:16]([N:18]3[CH:26]=[N:25][C:24]4[C:19]3=[N:20][C:21]([N:42]3[CH2:46][CH2:45][C@@H:44]([NH:47][C:48]([NH:50][C:51]5[CH:52]=[N:53][CH:54]=[CH:55][CH:56]=5)=[O:49])[CH2:43]3)=[N:22][C:23]=4[NH:27][CH2:28][CH:29]([C:36]3[CH:41]=[CH:40][CH:39]=[CH:38][CH:37]=3)[C:30]3[CH:35]=[CH:34][CH:33]=[CH:32][CH:31]=3)[C@H:15]([OH:57])[C@@H:14]2[OH:58])=[N:9]1)C1C=CC=CC=1.C([O-])=O.[NH4+]. Product: [OH:57][C@@H:15]1[C@H:14]([OH:58])[C@@H:13]([C:10]2[N:11]=[N:12][NH:8][N:9]=2)[O:17][C@H:16]1[N:18]1[CH:26]=[N:25][C:24]2[C:19]1=[N:20][C:21]([N:42]1[CH2:46][CH2:45][C@@H:44]([NH:47][C:48]([NH:50][C:51]3[CH:52]=[N:53][CH:54]=[CH:55][CH:56]=3)=[O:49])[CH2:43]1)=[N:22][C:23]=2[NH:27][CH2:28][CH:29]([C:30]1[CH:31]=[CH:32][CH:33]=[CH:34][CH:35]=1)[C:36]1[CH:41]=[CH:40][CH:39]=[CH:38][CH:37]=1. The catalyst class is: 50.